Dataset: Full USPTO retrosynthesis dataset with 1.9M reactions from patents (1976-2016). Task: Predict the reactants needed to synthesize the given product. Given the product [OH:4][C:3]1[CH:5]=[CH:6][CH:7]=[CH:8][C:2]=1[C:1]([N:17]([CH3:18])[CH3:16])=[O:10], predict the reactants needed to synthesize it. The reactants are: [C:1]([OH:10])(=O)[C:2]1[C:3](=[CH:5][CH:6]=[CH:7][CH:8]=1)[OH:4].S(Cl)(Cl)=O.Cl.[CH3:16][NH:17][CH3:18].C(N(CC)CC)C.